From a dataset of Full USPTO retrosynthesis dataset with 1.9M reactions from patents (1976-2016). Predict the reactants needed to synthesize the given product. (1) The reactants are: Cl[C:2]1[CH:7]=[C:6]([C:8]#[N:9])[CH:5]=[CH:4][N:3]=1.[F:10][C:11]([F:23])([F:22])[O:12][C:13]1[CH:18]=[CH:17][C:16](B(O)O)=[CH:15][CH:14]=1.C([O-])(O)=O.[Na+]. Given the product [F:10][C:11]([F:22])([F:23])[O:12][C:13]1[CH:18]=[CH:17][C:16]([C:2]2[CH:7]=[C:6]([C:8]#[N:9])[CH:5]=[CH:4][N:3]=2)=[CH:15][CH:14]=1, predict the reactants needed to synthesize it. (2) The reactants are: [C:1]1([N:7]2[CH2:12][CH2:11][N:10]([CH2:13][CH2:14][NH2:15])[CH2:9][CH2:8]2)[CH:6]=[CH:5][CH:4]=[CH:3][CH:2]=1.[CH3:16][C:17]1[N:21]([C:22]2[CH:27]=[CH:26][CH:25]=[CH:24][CH:23]=2)[N:20]=[C:19]([CH:28]=O)[CH:18]=1. Given the product [CH3:16][C:17]1[N:21]([C:22]2[CH:23]=[CH:24][CH:25]=[CH:26][CH:27]=2)[N:20]=[C:19]([CH2:28][NH:15][CH2:14][CH2:13][N:10]2[CH2:9][CH2:8][N:7]([C:1]3[CH:2]=[CH:3][CH:4]=[CH:5][CH:6]=3)[CH2:12][CH2:11]2)[CH:18]=1, predict the reactants needed to synthesize it. (3) The reactants are: [O:1]=[C:2]([C:19]1[C:27]2[C:22](=[CH:23][CH:24]=[CH:25][CH:26]=2)[N:21]([CH2:28][CH2:29][CH2:30][CH2:31][CH3:32])[CH:20]=1)[CH2:3][C:4]1[CH:18]=[CH:17][CH:16]=[CH:15][C:5]=1[O:6]CC(OC(C)(C)C)=O.FC(F)(F)C(O)=O. Given the product [OH:6][C:5]1[CH:15]=[CH:16][CH:17]=[CH:18][C:4]=1[CH2:3][C:2]([C:19]1[C:27]2[C:22](=[CH:23][CH:24]=[CH:25][CH:26]=2)[N:21]([CH2:28][CH2:29][CH2:30][CH2:31][CH3:32])[CH:20]=1)=[O:1], predict the reactants needed to synthesize it. (4) Given the product [Cl:11][C:10]1[C:5]([C:3](=[O:4])[CH2:2][N:20]2[C:19](=[O:21])[C:18]3=[CH:22][CH:23]=[CH:24][CH:25]=[C:17]3[C:16]2=[O:26])=[N:6][CH:7]=[C:8]([C:12]([F:15])([F:14])[F:13])[CH:9]=1, predict the reactants needed to synthesize it. The reactants are: Br[CH2:2][C:3]([C:5]1[C:10]([Cl:11])=[CH:9][C:8]([C:12]([F:15])([F:14])[F:13])=[CH:7][N:6]=1)=[O:4].[C:16]1(=[O:26])[NH:20][C:19](=[O:21])[C:18]2=[CH:22][CH:23]=[CH:24][CH:25]=[C:17]12.[K].O. (5) Given the product [Cl:18][C:17]1[C:8]([CH2:7][N:4]2[CH2:5][CH2:6][C@@H:2]([NH:1][C:45](=[O:46])[CH2:44][CH:38]3[CH2:43][CH2:42][CH2:41][CH2:40][CH2:39]3)[CH2:3]2)=[C:9]([C:34]([F:35])([F:36])[F:37])[CH:10]=[C:11]2[C:16]=1[NH:15][C:14](=[O:19])[N:13]([CH2:20][C:21]1[CH:26]=[C:25]([Cl:27])[CH:24]=[CH:23][C:22]=1[S:28]([CH2:31][CH3:32])(=[O:30])=[O:29])[C:12]2=[O:33], predict the reactants needed to synthesize it. The reactants are: [NH2:1][C@@H:2]1[CH2:6][CH2:5][N:4]([CH2:7][C:8]2[C:17]([Cl:18])=[C:16]3[C:11]([C:12](=[O:33])[N:13]([CH2:20][C:21]4[CH:26]=[C:25]([Cl:27])[CH:24]=[CH:23][C:22]=4[S:28]([CH2:31][CH3:32])(=[O:30])=[O:29])[C:14](=[O:19])[NH:15]3)=[CH:10][C:9]=2[C:34]([F:37])([F:36])[F:35])[CH2:3]1.[CH:38]1([CH2:44][C:45](O)=[O:46])[CH2:43][CH2:42][CH2:41][CH2:40][CH2:39]1.CN(C(ON1N=NC2C=CC=NC1=2)=[N+](C)C)C.F[P-](F)(F)(F)(F)F.C1C=CC2N(O)N=NC=2C=1. (6) Given the product [CH3:20][C:18]1[CH:19]=[C:10]([O:9][C:8](=[O:11])[N:7]([CH3:29])[C:4]([CH3:6])([CH3:5])[C:1]([N:24]2[CH2:25][C@H:26]([CH3:28])[O:27][C@H:22]([CH3:21])[CH2:23]2)=[O:3])[CH:17]=[C:15]([CH3:16])[N:14]=1, predict the reactants needed to synthesize it. The reactants are: [C:1]([C:4]([NH:7][C:8](=[O:11])[O:9][CH3:10])([CH3:6])[CH3:5])([OH:3])=O.CC[N:14]([CH:18]([CH3:20])[CH3:19])[CH:15]([CH3:17])[CH3:16].[CH3:21][C@H:22]1[O:27][C@@H:26]([CH3:28])[CH2:25][NH:24][CH2:23]1.[CH3:29]N(C(ON1N=NC2C=CC(=CC1=2)Cl)=[N+](C)C)C.F[P-](F)(F)(F)(F)F. (7) Given the product [NH2:31][C:10]1[CH:9]=[C:8]([C:1]2[CH:2]=[CH:3][C:4]([NH2:5])=[C:6]([NH2:22])[CH:7]=2)[CH:14]=[CH:13][C:11]=1[NH2:12], predict the reactants needed to synthesize it. The reactants are: [C:1]1([C:8]2[CH:14]=[CH:13][C:11]([NH2:12])=[CH:10][CH:9]=2)[CH:7]=[CH:6][C:4]([NH2:5])=[CH:3][CH:2]=1.ClC1C=C(C2C=CC(N)=C(Cl)C=2)C=CC=1[NH2:22].[NH3:31].